From a dataset of Forward reaction prediction with 1.9M reactions from USPTO patents (1976-2016). Predict the product of the given reaction. (1) Given the reactants [F:1][C:2]1[CH:3]=[C:4]([CH:9]=[C:10]([CH2:12][NH:13][C:14]2[CH:19]=[CH:18][CH:17]=[CH:16][C:15]=2[F:20])[CH:11]=1)[C:5]([O:7][CH3:8])=[O:6].Cl.[C:22](Cl)(=[O:32])[O:23][C@@H:24]1[CH:29]2[CH2:30][CH2:31][N:26]([CH2:27][CH2:28]2)[CH2:25]1, predict the reaction product. The product is: [F:1][C:2]1[CH:3]=[C:4]([CH:9]=[C:10]([CH2:12][N:13]([C:22]([O:23][C@@H:24]2[CH:29]3[CH2:30][CH2:31][N:26]([CH2:27][CH2:28]3)[CH2:25]2)=[O:32])[C:14]2[CH:19]=[CH:18][CH:17]=[CH:16][C:15]=2[F:20])[CH:11]=1)[C:5]([O:7][CH3:8])=[O:6]. (2) Given the reactants [NH:1]1[CH2:5][CH2:4][C@@H:3]([NH:6][C:7]2[N:8]=[N:9][CH:10]=[CH:11][CH:12]=2)[CH2:2]1.[F:13][C:14]1[CH:22]=[CH:21][C:20]([CH:23]=[O:24])=[CH:19][C:15]=1[C:16](O)=[O:17].F[P-](F)(F)(F)(F)F.N1(OC(N(C)C)=[N+](C)C)C2C=CC=CC=2N=N1.C(N(CC)C(C)C)(C)C, predict the reaction product. The product is: [F:13][C:14]1[CH:22]=[CH:21][C:20]([CH:23]=[O:24])=[CH:19][C:15]=1[C:16]([N:1]1[CH2:5][CH2:4][C@@H:3]([NH:6][C:7]2[N:8]=[N:9][CH:10]=[CH:11][CH:12]=2)[CH2:2]1)=[O:17]. (3) The product is: [CH2:12]([O:10][C:9](=[O:11])[CH2:8][C:4]1[CH:5]=[CH:6][CH:7]=[C:2]([Br:1])[CH:3]=1)[CH3:13]. Given the reactants [Br:1][C:2]1[CH:3]=[C:4]([CH2:8][C:9]([OH:11])=[O:10])[CH:5]=[CH:6][CH:7]=1.[CH2:12](O)[CH3:13], predict the reaction product. (4) The product is: [OH:12][B:11]([OH:13])[C:9]1[CH:8]=[C:4]([CH:3]=[C:2]([NH:1][C:15]2[N:20]=[C:19]([C:21]([F:24])([F:23])[F:22])[CH:18]=[CH:17][N:16]=2)[CH:10]=1)[C:5]([OH:7])=[O:6]. Given the reactants [NH2:1][C:2]1[CH:3]=[C:4]([CH:8]=[C:9]([B:11]([OH:13])[OH:12])[CH:10]=1)[C:5]([OH:7])=[O:6].Cl[C:15]1[N:20]=[C:19]([C:21]([F:24])([F:23])[F:22])[CH:18]=[CH:17][N:16]=1.CS(O)(=O)=O, predict the reaction product.